From a dataset of Reaction yield outcomes from USPTO patents with 853,638 reactions. Predict the reaction yield, written as a fraction of the theoretical maximum amount of product (1.0 means a 100% yield; for example, 0.34 means a 34% yield). (1) The reactants are Br[C:2]1[C:3]([O:17][CH3:18])=[C:4]([C:9]2[C:14]([Cl:15])=[CH:13][CH:12]=[CH:11][C:10]=2[Cl:16])[CH:5]=[C:6]([F:8])[CH:7]=1.[CH:19]([Mg]Cl)([CH3:21])[CH3:20].C([Cu])#N.[O:27]1[CH2:31][CH2:30][CH2:29][CH2:28]1. No catalyst specified. The product is [CH2:31]([O:27][CH2:2][C@@H:3]([OH:17])[CH2:4][C:2]1[C:3]([O:17][CH3:18])=[C:4]([C:9]2[C:14]([Cl:15])=[CH:13][CH:12]=[CH:11][C:10]=2[Cl:16])[CH:5]=[C:6]([F:8])[CH:7]=1)[C:30]1[CH:21]=[CH:19][CH:20]=[CH:28][CH:29]=1. The yield is 0.940. (2) The product is [Cl:24][C:5]1[O:22][C:13]([CH2:12][N:1]2[C:9]3[C:4](=[CH:5][CH:6]=[CH:7][CH:8]=3)[C:3]3([C:13]4=[CH:14][C:15]5[O:19][CH2:18][O:17][C:16]=5[CH:20]=[C:12]4[O:11][CH2:10]3)[C:2]2=[O:21])=[CH:3][CH:4]=1. The catalyst is CN(C)C=O. The yield is 0.620. The reactants are [NH:1]1[C:9]2[C:4](=[CH:5][CH:6]=[CH:7][CH:8]=2)[C:3]2([C:13]3=[CH:14][C:15]4[O:19][CH2:18][O:17][C:16]=4[CH:20]=[C:12]3[O:11][CH2:10]2)[C:2]1=[O:21].[OH-:22].[Na+].[Cl-:24].[NH4+]. (3) The product is [CH:29]1([NH:32][C:2]2[CH:9]=[CH:8][C:7]([CH2:10][O:11][N:12]=[C:13]3[CH2:14][CH2:15][N:16]([S:19]([C:22]4[CH:23]=[CH:24][C:25]([F:28])=[CH:26][CH:27]=4)(=[O:21])=[O:20])[CH2:17][CH2:18]3)=[CH:6][C:3]=2[C:4]#[N:5])[CH2:31][CH2:30]1. No catalyst specified. The reactants are F[C:2]1[CH:9]=[CH:8][C:7]([CH2:10][O:11][N:12]=[C:13]2[CH2:18][CH2:17][N:16]([S:19]([C:22]3[CH:27]=[CH:26][C:25]([F:28])=[CH:24][CH:23]=3)(=[O:21])=[O:20])[CH2:15][CH2:14]2)=[CH:6][C:3]=1[C:4]#[N:5].[CH:29]1([NH2:32])[CH2:31][CH2:30]1. The yield is 0.300. (4) The reactants are [NH2:1][C:2]1[C:15]2[C:6](=[CH:7][C:8]3[C:9]4[C:14]=2[C:13](=[O:16])[N:12]([CH2:17][CH2:18][N:19]([CH3:21])[CH3:20])[C:11](=[O:22])[C:10]=4[CH:23]=[CH:24][CH:25]=3)[CH:5]=[CH:4][CH:3]=1.ClCCl.Cl[C:30]([O:32][CH3:33])=[O:31].C(N(CC)CC)C. The catalyst is C(Cl)Cl.CO. The product is [CH3:21][N:19]([CH3:20])[CH2:18][CH2:17][N:12]1[C:11](=[O:22])[C:10]2[CH:23]=[CH:24][CH:25]=[C:8]3[C:9]=2[C:14](=[C:15]2[C:2]([NH:1][C:30](=[O:31])[O:32][CH3:33])=[CH:3][CH:4]=[CH:5][C:6]2=[CH:7]3)[C:13]1=[O:16]. The yield is 0.870. (5) The reactants are [NH:1]([C:8]1[N:9]([C:25]2[CH:30]=[CH:29][CH:28]=[CH:27][CH:26]=2)[C:10]2[C:15]([C:16](=[O:18])[CH:17]=1)=[C:14]([S:19][CH2:20][C:21]([OH:23])=O)[N:13]=[C:12]([CH3:24])[CH:11]=2)[C:2]1[CH:7]=[CH:6][CH:5]=[CH:4][CH:3]=1.CCN=C=N[CH2:36][CH2:37][CH2:38][N:39](C)C.C1C=CC2N(O)N=NC=2C=1.C1(N)CC1. The catalyst is C(Cl)Cl. The product is [NH:1]([C:8]1[N:9]([C:25]2[CH:26]=[CH:27][CH:28]=[CH:29][CH:30]=2)[C:10]2[C:15]([C:16](=[O:18])[CH:17]=1)=[C:14]([S:19][CH2:20][C:21]([NH:39][CH:38]1[CH2:36][CH2:37]1)=[O:23])[N:13]=[C:12]([CH3:24])[CH:11]=2)[C:2]1[CH:7]=[CH:6][CH:5]=[CH:4][CH:3]=1. The yield is 0.590. (6) The reactants are I[C:2]1[C:10]2[C:5](=[CH:6][CH:7]=[C:8]([NH:11][C:12](=[O:24])[CH:13]([N:19]3[CH2:23][CH2:22][CH2:21][CH2:20]3)[C:14]3[CH:18]=[CH:17][S:16][CH:15]=3)[CH:9]=2)[NH:4][N:3]=1.CC1(C)C(C)(C)OB([C:33]2[CH:38]=[CH:37][C:36]([N:39]3[CH2:42][CH:41]([OH:43])[CH2:40]3)=[CH:35][CH:34]=2)O1.C([O-])([O-])=O.[Na+].[Na+].C1(C)C=CC=CC=1. The catalyst is C1C=CC([P]([Pd]([P](C2C=CC=CC=2)(C2C=CC=CC=2)C2C=CC=CC=2)([P](C2C=CC=CC=2)(C2C=CC=CC=2)C2C=CC=CC=2)[P](C2C=CC=CC=2)(C2C=CC=CC=2)C2C=CC=CC=2)(C2C=CC=CC=2)C2C=CC=CC=2)=CC=1.O.CCO. The product is [OH:43][CH:41]1[CH2:42][N:39]([C:36]2[CH:37]=[CH:38][C:33]([C:2]3[C:10]4[C:5](=[CH:6][CH:7]=[C:8]([NH:11][C:12](=[O:24])[CH:13]([N:19]5[CH2:23][CH2:22][CH2:21][CH2:20]5)[C:14]5[CH:18]=[CH:17][S:16][CH:15]=5)[CH:9]=4)[NH:4][N:3]=3)=[CH:34][CH:35]=2)[CH2:40]1. The yield is 0.160. (7) The reactants are [F:1][C:2]1[CH:3]=[C:4]([CH:6]=[CH:7][C:8]=1[I:9])[NH2:5].[C:10]([O-])(O)=[O:11].[Na+].ClC(Cl)(OC(=O)OC(Cl)(Cl)Cl)Cl.C(Cl)(Cl)=O. The catalyst is C(Cl)Cl. The product is [F:1][C:2]1[CH:3]=[C:4]([N:5]=[C:10]=[O:11])[CH:6]=[CH:7][C:8]=1[I:9]. The yield is 0.850.